Dataset: Forward reaction prediction with 1.9M reactions from USPTO patents (1976-2016). Task: Predict the product of the given reaction. The product is: [C:23]([C:22]1[CH:25]=[CH:26][C:27]([O:28][CH3:29])=[C:20]([NH:19][C:2]2[CH:3]=[C:4]([NH:13][CH2:14][C:15]([F:18])([F:17])[F:16])[C:5]3[N:6]([C:8]([C:11]#[N:12])=[CH:9][N:10]=3)[N:7]=2)[CH:21]=1)#[N:24]. Given the reactants Cl[C:2]1[CH:3]=[C:4]([NH:13][CH2:14][C:15]([F:18])([F:17])[F:16])[C:5]2[N:6]([C:8]([C:11]#[N:12])=[CH:9][N:10]=2)[N:7]=1.[NH2:19][C:20]1[CH:21]=[C:22]([CH:25]=[CH:26][C:27]=1[O:28][CH3:29])[C:23]#[N:24].CC(C)([O-])C.[Na+].C(O)(C(F)(F)F)=O, predict the reaction product.